This data is from Reaction yield outcomes from USPTO patents with 853,638 reactions. The task is: Predict the reaction yield, written as a fraction of the theoretical maximum amount of product (1.0 means a 100% yield; for example, 0.34 means a 34% yield). (1) The reactants are [CH3:1][C:2]1[CH2:7][N:6]([C:8]([O:10][CH2:11][CH2:12][Si:13]([CH3:16])([CH3:15])[CH3:14])=[O:9])[CH2:5][CH2:4][CH:3]=1.ClC1C=CC=C(C(OO)=[O:25])C=1. The catalyst is ClCCl. The product is [CH3:1][C:2]12[O:25][CH:3]1[CH2:4][CH2:5][N:6]([C:8]([O:10][CH2:11][CH2:12][Si:13]([CH3:15])([CH3:14])[CH3:16])=[O:9])[CH2:7]2. The yield is 0.560. (2) The reactants are [Cl:1][C:2]1[CH:3]=[C:4]([C:9]2[C:10]3[CH:21]=[C:20]([C:22]([OH:25])([CH3:24])[CH3:23])[S:19][C:11]=3[N:12]=[C:13](S(C)(=O)=O)[N:14]=2)[CH:5]=[CH:6][C:7]=1[Cl:8].[CH3:26][NH2:27]. The catalyst is C1COCC1. The product is [Cl:1][C:2]1[CH:3]=[C:4]([C:9]2[C:10]3[CH:21]=[C:20]([C:22]([OH:25])([CH3:24])[CH3:23])[S:19][C:11]=3[N:12]=[C:13]([NH:27][CH3:26])[N:14]=2)[CH:5]=[CH:6][C:7]=1[Cl:8]. The yield is 0.330. (3) The reactants are [Si:1]([O:8][CH:9]1[CH2:14][CH2:13][C:12]([C:16]2[C:20]3[N:21]=[C:22]([Cl:25])[N:23]=[CH:24][C:19]=3[N:18]([C:26]([C:39]3[CH:44]=[CH:43][CH:42]=[CH:41][CH:40]=3)([C:33]3[CH:38]=[CH:37][CH:36]=[CH:35][CH:34]=3)[C:27]3[CH:32]=[CH:31][CH:30]=[CH:29][CH:28]=3)[CH:17]=2)(O)[CH2:11][CH2:10]1)([C:4]([CH3:7])([CH3:6])[CH3:5])([CH3:3])[CH3:2].CS(Cl)(=O)=O.CCN(CC)CC. The catalyst is C(Cl)Cl. The product is [Si:1]([O:8][CH:9]1[CH2:14][CH2:13][C:12]([C:16]2[C:20]3[N:21]=[C:22]([Cl:25])[N:23]=[CH:24][C:19]=3[N:18]([C:26]([C:27]3[CH:32]=[CH:31][CH:30]=[CH:29][CH:28]=3)([C:39]3[CH:40]=[CH:41][CH:42]=[CH:43][CH:44]=3)[C:33]3[CH:34]=[CH:35][CH:36]=[CH:37][CH:38]=3)[CH:17]=2)=[CH:11][CH2:10]1)([C:4]([CH3:7])([CH3:5])[CH3:6])([CH3:2])[CH3:3]. The yield is 0.500. (4) The reactants are [C:1]([O:7][C:8]1[CH:9]=[C:10]2[C:14](=[C:15]([NH2:17])[CH:16]=1)[NH:13][C:12]([C:18]1[S:19][CH:20]([CH:23]([O:26][CH3:27])[O:24][CH3:25])[CH2:21][N:22]=1)=[CH:11]2)(=[O:6])[C:2]([CH3:5])([CH3:4])[CH3:3].[N:28]1[CH:33]=[CH:32][CH:31]=[CH:30][C:29]=1[S:34](Cl)(=[O:36])=[O:35].N1C=CC=C[CH:39]=1. The catalyst is C(OCC)(=O)C.C(OCC)C. The product is [C:1]([O:7][C:8]1[CH:9]=[C:10]2[C:14](=[C:15]([N:17]([CH3:39])[S:34]([C:29]3[CH:30]=[CH:31][CH:32]=[CH:33][N:28]=3)(=[O:36])=[O:35])[CH:16]=1)[NH:13][C:12]([C:18]1[S:19][CH:20]([CH:23]([O:24][CH3:25])[O:26][CH3:27])[CH2:21][N:22]=1)=[CH:11]2)(=[O:6])[C:2]([CH3:5])([CH3:4])[CH3:3]. The yield is 0.870. (5) The yield is 0.790. The product is [C:31]([O:35][C:36](=[O:46])[NH:37][CH2:38][C:39]1[CH:44]=[CH:43][CH:42]=[C:41]([NH:48][C:28]([C:25]2([C:23](=[O:24])[NH:22][C:19]3[CH:18]=[CH:17][C:16]([O:15][C:6]4[C:5]5[C:10](=[CH:11][C:12]([O:13][CH3:14])=[C:3]([O:2][CH3:1])[CH:4]=5)[N:9]=[CH:8][CH:7]=4)=[CH:21][CH:20]=3)[CH2:26][CH2:27]2)=[O:29])[CH:40]=1)([CH3:34])([CH3:33])[CH3:32]. The catalyst is O.CC(N(C)C)=O. The reactants are [CH3:1][O:2][C:3]1[CH:4]=[C:5]2[C:10](=[CH:11][C:12]=1[O:13][CH3:14])[N:9]=[CH:8][CH:7]=[C:6]2[O:15][C:16]1[CH:21]=[CH:20][C:19]([NH:22][C:23]([C:25]2([C:28](O)=[O:29])[CH2:27][CH2:26]2)=[O:24])=[CH:18][CH:17]=1.[C:31]([O:35][C:36](=[O:46])[NH:37][CH2:38][C:39]1[CH:44]=[CH:43][C:42](N)=[CH:41][CH:40]=1)([CH3:34])([CH3:33])[CH3:32].C[N:48](C(ON1N=NC2C=CC=NC1=2)=[N+](C)C)C.F[P-](F)(F)(F)(F)F.CCN(C(C)C)C(C)C. (6) The reactants are [F:1][C:2]1[CH:7]=[CH:6][C:5]([C:8]2[O:9][C:10]3[CH:20]=[C:19]([N+:21]([O-])=O)[C:18]([C:24]4[CH:25]=[C:26]([CH:32]=[CH:33][CH:34]=4)[C:27]([O:29][CH2:30][CH3:31])=[O:28])=[CH:17][C:11]=3[C:12]=2[C:13](=[O:16])[NH:14][CH3:15])=[CH:4][CH:3]=1. The catalyst is CCO.CC(O)=O.CCOC(C)=O.[Fe]. The product is [NH2:21][C:19]1[C:18]([C:24]2[CH:25]=[C:26]([CH:32]=[CH:33][CH:34]=2)[C:27]([O:29][CH2:30][CH3:31])=[O:28])=[CH:17][C:11]2[C:12]([C:13](=[O:16])[NH:14][CH3:15])=[C:8]([C:5]3[CH:4]=[CH:3][C:2]([F:1])=[CH:7][CH:6]=3)[O:9][C:10]=2[CH:20]=1. The yield is 0.880. (7) The reactants are Br[C:2]1[CH:3]=[C:4]([C:9]2[N:14]=[CH:13][CH:12]=[CH:11][N:10]=2)[C:5]([NH2:8])=[N:6][CH:7]=1.[C:15]([O:19][C:20]([N:22]1[CH2:27][CH:26]=[C:25](B2OC(C)(C)C(C)(C)O2)[CH2:24][CH2:23]1)=[O:21])([CH3:18])([CH3:17])[CH3:16].C([O-])([O-])=O.[Na+].[Na+].ClCCl. The catalyst is O1CCOCC1.O.C1(P(C2C=CC=CC=2)[C-]2C=CC=C2)C=CC=CC=1.[C-]1(P(C2C=CC=CC=2)C2C=CC=CC=2)C=CC=C1.[Fe+2]. The product is [C:15]([O:19][C:20]([N:22]1[CH2:23][CH:24]=[C:25]([C:2]2[CH:7]=[N:6][C:5]([NH2:8])=[C:4]([C:9]3[N:14]=[CH:13][CH:12]=[CH:11][N:10]=3)[CH:3]=2)[CH2:26][CH2:27]1)=[O:21])([CH3:18])([CH3:16])[CH3:17]. The yield is 0.900.